Dataset: Forward reaction prediction with 1.9M reactions from USPTO patents (1976-2016). Task: Predict the product of the given reaction. (1) Given the reactants [NH2:1][CH2:2][CH2:3][N:4]([CH2:30][CH3:31])[C:5]1[CH:10]=[CH:9][C:8]([NH:11][C:12]2[CH:17]=[C:16]([C:18]3[CH:19]=[C:20]([C:24]4[CH:29]=[CH:28][CH:27]=[CH:26][CH:25]=4)[CH:21]=[CH:22][CH:23]=3)[N:15]=[CH:14][N:13]=2)=[CH:7][CH:6]=1.CCN([CH:38]([CH3:40])[CH3:39])C(C)C.O1[CH2:46][CH2:45]OCC1.[C:47]([O-:50])(O)=O.[Na+], predict the reaction product. The product is: [C:20]1([C:24]2[CH:25]=[CH:26][CH:27]=[CH:28][CH:29]=2)[CH:21]=[CH:22][CH:23]=[C:18]([C:16]2[N:15]=[CH:14][N:13]=[C:12]([NH:11][C:8]3[CH:9]=[CH:10][C:5]([N:4]([CH2:30][CH3:31])[CH2:3][CH2:2][NH:1][C:47](=[O:50])[CH2:12][CH2:17][CH2:16][CH2:18][CH2:23][CH2:22][CH2:21][CH2:20][CH2:24][CH2:25][CH2:45][CH2:46][CH2:40][CH2:38][CH3:39])=[CH:6][CH:7]=3)[CH:17]=2)[CH:19]=1. (2) Given the reactants [NH:1]1[C:11]2[C:6](=[CH:7][CH:8]=[CH:9][CH:10]=2)[C:4](=[O:5])[C:2]1=[O:3].Cl[C:13]1[CH:21]=CC=C2[C:14]=1[C:15](=[O:23])[C:16](=O)N2.CC1C=CC(S(OC[C@H]2CCCO2)(=O)=O)=CC=1.BrC(C1C=CC=CC=1)C1C=CC=CC=1, predict the reaction product. The product is: [O:23]1[CH2:21][CH2:13][CH2:14][C@@H:15]1[CH2:16][N:1]1[C:11]2[C:6](=[CH:7][CH:8]=[CH:9][CH:10]=2)[C:4](=[O:5])[C:2]1=[O:3]. (3) Given the reactants [CH:1]1([C:6]2[C:7]([O:15][CH2:16][C:17]([F:20])([F:19])[F:18])=[N:8][CH:9]=[C:10]([CH:14]=2)[C:11]([OH:13])=O)[CH2:5][CH2:4][CH2:3][CH2:2]1.[N:21]1[CH:26]=[CH:25][C:24]([NH2:27])=[N:23][CH:22]=1, predict the reaction product. The product is: [CH:1]1([C:6]2[C:7]([O:15][CH2:16][C:17]([F:20])([F:19])[F:18])=[N:8][CH:9]=[C:10]([CH:14]=2)[C:11]([NH:27][C:24]2[CH:25]=[CH:26][N:21]=[CH:22][N:23]=2)=[O:13])[CH2:2][CH2:3][CH2:4][CH2:5]1. (4) Given the reactants [CH3:1][C:2]1[C:3]([C:28]2[CH:33]=[CH:32][CH:31]=[CH:30][CH:29]=2)=[C:4]([O:14][C:15]2[CH:20]=[CH:19][C:18](/[CH:21]=[CH:22]/[C:23]([O:25]CC)=[O:24])=[CH:17][CH:16]=2)[C:5]2[C:10]([CH:11]=1)=[CH:9][C:8]([O:12][CH3:13])=[CH:7][CH:6]=2.[OH-].[Na+].Cl, predict the reaction product. The product is: [CH3:1][C:2]1[C:3]([C:28]2[CH:33]=[CH:32][CH:31]=[CH:30][CH:29]=2)=[C:4]([O:14][C:15]2[CH:20]=[CH:19][C:18](/[CH:21]=[CH:22]/[C:23]([OH:25])=[O:24])=[CH:17][CH:16]=2)[C:5]2[C:10]([CH:11]=1)=[CH:9][C:8]([O:12][CH3:13])=[CH:7][CH:6]=2. (5) Given the reactants C(=O)([O-])[O:2][C:3](Cl)(Cl)[Cl:4].Cl.[NH:10]1[CH2:14][CH2:13][CH2:12][C@H:11]1[C:15]([O:17][CH3:18])=[O:16].C(N(C(C)C)CC)(C)C.ClC1C=CC(O)=C(C=1)C(NC1C=CC([N+]([O-])=O)=CC=1Cl)=O, predict the reaction product. The product is: [Cl:4][C:3]([N:10]1[CH2:14][CH2:13][CH2:12][C@H:11]1[C:15]([O:17][CH3:18])=[O:16])=[O:2]. (6) Given the reactants [CH2:1]([NH2:8])[CH2:2][CH2:3][CH2:4][CH2:5][CH2:6][CH3:7].[CH2:9]([O:11]/[C:12](=[CH:18]\[C:19]1[CH:24]=[CH:23][C:22]([C:25]2[CH:30]=[CH:29][CH:28]=[C:27]([N:31]([CH3:44])[C:32]([O:34]C3C=CC([N+]([O-])=O)=CC=3)=O)[CH:26]=2)=[CH:21][CH:20]=1)/[C:13]([O:15][CH2:16][CH3:17])=[O:14])[CH3:10].O.C(OCC)(=O)C, predict the reaction product. The product is: [CH2:9]([O:11]/[C:12](=[CH:18]\[C:19]1[CH:20]=[CH:21][C:22]([C:25]2[CH:30]=[CH:29][CH:28]=[C:27]([N:31]([CH3:44])[C:32]([NH:8][CH2:1][CH2:2][CH2:3][CH2:4][CH2:5][CH2:6][CH3:7])=[O:34])[CH:26]=2)=[CH:23][CH:24]=1)/[C:13]([O:15][CH2:16][CH3:17])=[O:14])[CH3:10]. (7) Given the reactants [Cl:1][C:2]1[CH:3]=[C:4]([C:12]2[O:16][N:15]=[C:14]([C:17]([NH:19][C:20]3[CH:25]=[CH:24][C:23]([OH:26])=[CH:22][CH:21]=3)=[O:18])[CH:13]=2)[CH:5]=[CH:6][C:7]=1[O:8][CH:9]([CH3:11])[CH3:10].[OH-].[Na+].[CH2:29]([CH:31]1[O:33][CH2:32]1)Cl, predict the reaction product. The product is: [Cl:1][C:2]1[CH:3]=[C:4]([C:12]2[O:16][N:15]=[C:14]([C:17]([NH:19][C:20]3[CH:21]=[CH:22][C:23]([O:26][CH2:29][CH:31]4[CH2:32][O:33]4)=[CH:24][CH:25]=3)=[O:18])[CH:13]=2)[CH:5]=[CH:6][C:7]=1[O:8][CH:9]([CH3:11])[CH3:10]. (8) Given the reactants Br[C:2]1[CH:11]=[CH:10][C:5]([C:6]([O:8]C)=[O:7])=[CH:4][C:3]=1[O:12][CH3:13].[C:14]1([CH3:23])[CH:19]=[CH:18][CH:17]=[CH:16][C:15]=1B(O)O.C(=O)([O-])[O-].[K+].[K+].[OH-].[Na+], predict the reaction product. The product is: [CH3:13][O:12][C:3]1[CH:4]=[C:5]([C:6]([OH:8])=[O:7])[CH:10]=[CH:11][C:2]=1[C:15]1[CH:16]=[CH:17][CH:18]=[CH:19][C:14]=1[CH3:23].